Dataset: Full USPTO retrosynthesis dataset with 1.9M reactions from patents (1976-2016). Task: Predict the reactants needed to synthesize the given product. (1) Given the product [CH3:2][N:3]([CH3:4])[C:29](=[O:30])[C@@H:25]([NH:24][C:32](=[O:33])[O:34][C:35]([CH3:38])([CH3:37])[CH3:36])[CH:26]([CH3:28])[CH3:27], predict the reactants needed to synthesize it. The reactants are: C[CH2:2][N:3]=[C:4]=NCCCN(C)C.Cl.C1C=CC2N(O)N=NC=2C=1.O.[NH:24]([C:32]([O:34][C:35]([CH3:38])([CH3:37])[CH3:36])=[O:33])[C@H:25]([C:29](O)=[O:30])[CH:26]([CH3:28])[CH3:27].CNC.C(O)(=O)CC(CC(O)=O)(C(O)=O)O. (2) Given the product [C:30]([O:29][C:27]([NH:26][C:22]1([C:19]2[CH:18]=[CH:17][C:16]([C:14]3[N:15]=[C:8]4[C:7]([C:44]([O:45][CH3:46])=[O:55])=[CH:12][CH:11]=[N:10][N:9]4[C:13]=3[C:34]3[CH:35]=[CH:36][CH:37]=[CH:38][CH:39]=3)=[CH:21][CH:20]=2)[CH2:23][CH2:24][CH2:25]1)=[O:28])([CH3:31])([CH3:32])[CH3:33], predict the reactants needed to synthesize it. The reactants are: FC(F)(F)S(O[C:7]1[C:8]2[N:9]([C:13]([C:34]3[CH:39]=[CH:38][CH:37]=[CH:36][CH:35]=3)=[C:14]([C:16]3[CH:21]=[CH:20][C:19]([C:22]4([NH:26][C:27]([O:29][C:30]([CH3:33])([CH3:32])[CH3:31])=[O:28])[CH2:25][CH2:24][CH2:23]4)=[CH:18][CH:17]=3)[N:15]=2)[N:10]=[CH:11][CH:12]=1)(=O)=O.C1[CH2:46][O:45][CH2:44]C1.C(N(CC)CC)C.C[OH:55]. (3) Given the product [CH2:31]([O:26][C:16]([C:3]1[CH:4]=[CH:5][C:6]([O:8][C:9]2[CH:10]=[CH:11][C:12]([Cl:15])=[CH:13][CH:14]=2)=[CH:7][C:2]=1[Cl:1])([CH:23]([CH3:24])[CH3:25])[CH2:17][N:18]1[CH:22]=[N:21][CH:20]=[N:19]1)[CH:30]=[CH2:29], predict the reactants needed to synthesize it. The reactants are: [Cl:1][C:2]1[CH:7]=[C:6]([O:8][C:9]2[CH:14]=[CH:13][C:12]([Cl:15])=[CH:11][CH:10]=2)[CH:5]=[CH:4][C:3]=1[C:16]([OH:26])([CH:23]([CH3:25])[CH3:24])[CH2:17][N:18]1[CH:22]=[N:21][CH:20]=[N:19]1.[H-].[Na+].[CH2:29](Br)[CH:30]=[CH2:31].[Cl-].[Na+]. (4) Given the product [CH3:1][C:2]1[CH:7]=[CH:6][CH:5]=[CH:4][C:3]=1[S:8]([CH:16]([CH3:18])[CH3:17])(=[O:10])=[O:19], predict the reactants needed to synthesize it. The reactants are: [CH3:1][C:2]1[CH:7]=[CH:6][CH:5]=[CH:4][C:3]=1[SH:8].C(=O)([O-])[O-:10].[K+].[K+].I[CH:16]([CH3:18])[CH3:17].[OH2:19]. (5) Given the product [CH2:36]([C:17]1([S:19]([C:22]2[CH:27]=[CH:26][CH:25]=[CH:24][CH:23]=2)(=[O:21])=[O:20])[C:16]2[CH:28]=[C:29]([C:32]([O:34][CH3:35])=[O:33])[CH:30]=[CH:31][C:15]=2[O:14][CH2:13][C:12](=[CH2:11])[CH2:18]1)[CH3:37], predict the reactants needed to synthesize it. The reactants are: C[Si]([N-][Si](C)(C)C)(C)C.[Li+].[CH2:11]=[C:12]1[CH2:18][CH:17]([S:19]([C:22]2[CH:27]=[CH:26][CH:25]=[CH:24][CH:23]=2)(=[O:21])=[O:20])[C:16]2[CH:28]=[C:29]([C:32]([O:34][CH3:35])=[O:33])[CH:30]=[CH:31][C:15]=2[O:14][CH2:13]1.[CH2:36](Br)[CH3:37].Cl. (6) The reactants are: [P:1]([O:19][C:20]1[CH:25]=[CH:24][CH:23]=[C:22]([C@@H:26]2[CH:30]=[C:29]([C:31]3[CH:36]=[C:35]([F:37])[CH:34]=[CH:33][C:32]=3[F:38])[CH2:28][N:27]2[C:39]([N:41]([CH3:43])[CH3:42])=[O:40])[CH:21]=1)([O:11]CC1C=CC=CC=1)([O:3]CC1C=CC=CC=1)=[O:2].C1CCC=CC=1. Given the product [P:1]([OH:11])([OH:3])([O:19][C:20]1[CH:25]=[CH:24][CH:23]=[C:22]([C@@H:26]2[CH:30]=[C:29]([C:31]3[CH:36]=[C:35]([F:37])[CH:34]=[CH:33][C:32]=3[F:38])[CH2:28][N:27]2[C:39]([N:41]([CH3:42])[CH3:43])=[O:40])[CH:21]=1)=[O:2], predict the reactants needed to synthesize it.